This data is from Forward reaction prediction with 1.9M reactions from USPTO patents (1976-2016). The task is: Predict the product of the given reaction. (1) The product is: [C:18]([O:22][C:23](=[O:34])[NH:24][C@H:25]1[CH2:26][CH2:27][C@H:28]([CH2:31][CH2:32][N:14]2[CH2:13][CH2:12][CH:11]([C:8]3[C:7]4[CH:17]=[C:3]([Cl:2])[CH:4]=[CH:5][C:6]=4[O:10][N:9]=3)[CH2:16][CH2:15]2)[CH2:29][CH2:30]1)([CH3:21])([CH3:20])[CH3:19]. Given the reactants Cl.[Cl:2][C:3]1[CH:4]=[CH:5][C:6]2[O:10][N:9]=[C:8]([CH:11]3[CH2:16][CH2:15][NH:14][CH2:13][CH2:12]3)[C:7]=2[CH:17]=1.[C:18]([O:22][C:23](=[O:34])[NH:24][C@H:25]1[CH2:30][CH2:29][C@H:28]([CH2:31][CH:32]=O)[CH2:27][CH2:26]1)([CH3:21])([CH3:20])[CH3:19], predict the reaction product. (2) Given the reactants [OH:1][C:2]1[CH:10]=[CH:9][CH:8]=[C:7]2[C:3]=1[CH:4]=[CH:5][NH:6]2.[Br:11][C:12]1[CH:13]=[C:14]([CH:22]=[CH:23][CH:24]=[O:25])[CH:15]=[C:16]([O:20][CH3:21])[C:17]=1[O:18][CH3:19].N1CC[O:29][CH2:28]C1, predict the reaction product. The product is: [Br:11][C:12]1[CH:13]=[C:14]([CH:22]2[C:10]3[C:2](=[C:3]4[CH:4]=[CH:5][NH:6][C:7]4=[CH:8][CH:9]=3)[O:1][CH:24]([OH:25])[CH2:23]2)[CH:15]=[C:16]([O:20][CH3:21])[C:17]=1[O:18][CH3:19].[CH3:28][OH:29].